This data is from Forward reaction prediction with 1.9M reactions from USPTO patents (1976-2016). The task is: Predict the product of the given reaction. Given the reactants [N:1]([CH2:4][C:5]([CH3:7])=[CH2:6])=[C:2]=[S:3].C([N:15]1[CH2:20][CH2:19][NH:18][CH2:17][CH2:16]1)(OC(C)(C)C)=O, predict the reaction product. The product is: [CH3:6][C:5]1([CH3:7])[S:3][CH:2]([N:15]2[CH2:20][CH2:19][NH:18][CH2:17][CH2:16]2)[N:1]=[CH:4]1.